Dataset: Peptide-MHC class II binding affinity with 134,281 pairs from IEDB. Task: Regression. Given a peptide amino acid sequence and an MHC pseudo amino acid sequence, predict their binding affinity value. This is MHC class II binding data. (1) The peptide sequence is DQRGSGQVVTYALNT. The MHC is HLA-DQA10102-DQB10501 with pseudo-sequence HLA-DQA10102-DQB10501. The binding affinity (normalized) is 0.449. (2) The peptide sequence is MGDDHFWAVRGGGGE. The MHC is DRB1_0901 with pseudo-sequence DRB1_0901. The binding affinity (normalized) is 0.412. (3) The peptide sequence is LGFFLRKLTSRENLL. The MHC is DRB1_1101 with pseudo-sequence DRB1_1101. The binding affinity (normalized) is 0.861.